Dataset: Forward reaction prediction with 1.9M reactions from USPTO patents (1976-2016). Task: Predict the product of the given reaction. (1) Given the reactants [Cl:1][C:2]1[CH:12]=[C:11]([C:13]2[CH2:18][CH2:17][C:16](=[O:19])[NH:15][N:14]=2)[CH:10]=[CH:9][C:3]=1[O:4][CH2:5][C:6]([OH:8])=O.Cl.CN(C)CCCN=C=NCC.OC1C2NN=NC=2N=CC=1.[NH2:42][CH2:43][CH2:44][CH2:45][O:46][C:47]1[CH:61]=[CH:60][C:50]([O:51][CH2:52][CH:53]([OH:59])[CH2:54][NH:55][CH:56]([CH3:58])[CH3:57])=[CH:49][CH:48]=1.[OH-].[Na+], predict the reaction product. The product is: [Cl:1][C:2]1[CH:12]=[C:11]([C:13]2[CH2:18][CH2:17][C:16](=[O:19])[NH:15][N:14]=2)[CH:10]=[CH:9][C:3]=1[O:4][CH2:5][C:6]([NH:42][CH2:43][CH2:44][CH2:45][O:46][C:47]1[CH:61]=[CH:60][C:50]([O:51][CH2:52][CH:53]([OH:59])[CH2:54][NH:55][CH:56]([CH3:57])[CH3:58])=[CH:49][CH:48]=1)=[O:8]. (2) Given the reactants [Br:1][C:2]1[CH:7]=[CH:6][C:5]([C@@H:8]([NH:10][CH2:11][CH2:12][C:13]([C:15]2[CH:20]=[CH:19][CH:18]=[CH:17][C:16]=2[F:21])=[O:14])[CH3:9])=[CH:4][CH:3]=1.C([O-])([O-])=O.[K+].[K+].[C:28](Cl)(=[O:31])[O:29][CH3:30], predict the reaction product. The product is: [Br:1][C:2]1[CH:7]=[CH:6][C:5]([C@@H:8]([N:10]([CH2:11][CH2:12][C:13]([C:15]2[CH:20]=[CH:19][CH:18]=[CH:17][C:16]=2[F:21])=[O:14])[C:28](=[O:31])[O:29][CH3:30])[CH3:9])=[CH:4][CH:3]=1. (3) The product is: [C:1]([C:5]1[CH:10]=[C:9]([NH:11][C:31]([C:29]2[O:30][C:26]([C:23]3[CH:22]=[CH:21][C:20]([N+:17]([O-:19])=[O:18])=[CH:25][CH:24]=3)=[CH:27][CH:28]=2)=[O:32])[CH:8]=[C:7]([C:12]([CH3:15])([CH3:14])[CH3:13])[C:6]=1[OH:16])([CH3:4])([CH3:3])[CH3:2]. Given the reactants [C:1]([C:5]1[CH:10]=[C:9]([NH2:11])[CH:8]=[C:7]([C:12]([CH3:15])([CH3:14])[CH3:13])[C:6]=1[OH:16])([CH3:4])([CH3:3])[CH3:2].[N+:17]([C:20]1[CH:25]=[CH:24][C:23]([C:26]2[O:30][C:29]([C:31](O)=[O:32])=[CH:28][CH:27]=2)=[CH:22][CH:21]=1)([O-:19])=[O:18].C(OC(NC1C=CC(CC(O)=O)=CC=1)=O)(C)(C)C, predict the reaction product. (4) Given the reactants C(OC([C:6]1[C:7]([Cl:17])=[C:8]2[CH:14]=[N:13][N:12]([CH2:15][CH3:16])[C:9]2=[N:10][CH:11]=1)=O)C.[OH-].[Na+].Cl.CC[N:23]([CH2:26]C)CC.C1C=CC(P(N=[N+]=[N-])(C2C=CC=CC=2)=[O:35])=CC=1.[CH3:45][C:46]([OH:49])([CH3:48])[CH3:47], predict the reaction product. The product is: [C:46]([O:49][C:26](=[O:35])[NH:23][C:6]1[C:7]([Cl:17])=[C:8]2[CH:14]=[N:13][N:12]([CH2:15][CH3:16])[C:9]2=[N:10][CH:11]=1)([CH3:48])([CH3:47])[CH3:45]. (5) The product is: [F:1][C:2]([F:33])([F:32])[C:3]1[CH:4]=[C:5]([CH:25]=[C:26]([C:28]([F:31])([F:30])[F:29])[CH:27]=1)[CH2:6][N:7]([CH3:24])[C:8](=[O:23])[C:9]1[C:14]([C:15]2[CH:20]=[CH:19][CH:18]=[CH:17][C:16]=2[CH3:21])=[CH:13][C:12]([N:34]2[CH:38]=[N:37][CH:36]=[N:35]2)=[N:11][CH:10]=1. Given the reactants [F:1][C:2]([F:33])([F:32])[C:3]1[CH:4]=[C:5]([CH:25]=[C:26]([C:28]([F:31])([F:30])[F:29])[CH:27]=1)[CH2:6][N:7]([CH3:24])[C:8](=[O:23])[C:9]1[C:14]([C:15]2[CH:20]=[CH:19][CH:18]=[CH:17][C:16]=2[CH3:21])=[CH:13][C:12](Cl)=[N:11][CH:10]=1.[NH:34]1[CH:38]=[N:37][CH:36]=[N:35]1, predict the reaction product. (6) Given the reactants [F:1][C:2]([F:7])([F:6])[C:3]([NH2:5])=[O:4].CC(C)([O-])C.[Na+].BrN1C(C)(C)C(=O)N(Br)C1=O.[F:25][C:26]1[C:27]([C:43]2[CH:48]=[CH:47][C:46]([F:49])=[CH:45][C:44]=2[O:50][CH3:51])=[CH:28][C:29]([NH:32][C:33]2[CH:38]=[C:37]([CH2:39][S:40][CH3:41])[CH:36]=[C:35]([CH3:42])[N:34]=2)=[N:30][CH:31]=1.S([O-])([O-])=O.[Na+].[Na+], predict the reaction product. The product is: [F:1][C:2]([F:7])([F:6])[C:3]([N:5]=[S:40]([CH2:39][C:37]1[CH:36]=[C:35]([CH3:42])[N:34]=[C:33]([NH:32][C:29]2[CH:28]=[C:27]([C:43]3[CH:48]=[CH:47][C:46]([F:49])=[CH:45][C:44]=3[O:50][CH3:51])[C:26]([F:25])=[CH:31][N:30]=2)[CH:38]=1)[CH3:41])=[O:4]. (7) Given the reactants [H-].[Na+].C(OP([CH2:11][C:12]([O:14][CH2:15][CH3:16])=[O:13])(OCC)=O)C.[Br:17][C:18]1[CH:19]=[C:20]([C:25]([C:27]2[O:28][CH:29]=[CH:30][N:31]=2)=O)[CH:21]=[C:22]([F:24])[CH:23]=1.Cl, predict the reaction product. The product is: [CH2:15]([O:14][C:12](=[O:13])/[CH:11]=[C:25](/[C:20]1[CH:21]=[C:22]([F:24])[CH:23]=[C:18]([Br:17])[CH:19]=1)\[C:27]1[O:28][CH:29]=[CH:30][N:31]=1)[CH3:16]. (8) Given the reactants Br[C:2]1[CH:7]=[CH:6][CH:5]=[C:4]([CH2:8][N:9]2[CH2:14][CH2:13][CH2:12][CH2:11][CH2:10]2)[N:3]=1.[CH2:15]([N:19]1[CH2:24][CH2:23][CH2:22][CH2:21][CH2:20]1)[CH2:16][C:17]#[CH:18], predict the reaction product. The product is: [N:19]1([CH2:15][CH2:16][C:17]#[C:18][C:2]2[CH:7]=[CH:6][CH:5]=[C:4]([CH2:8][N:9]3[CH2:14][CH2:13][CH2:12][CH2:11][CH2:10]3)[N:3]=2)[CH2:24][CH2:23][CH2:22][CH2:21][CH2:20]1. (9) Given the reactants C([O:3][C:4]([C:6]1([CH3:17])[CH2:10][S:9]C(C(C)(C)C)[N:7]1C=O)=[O:5])C.[ClH:18], predict the reaction product. The product is: [ClH:18].[NH2:7][C:6]([CH3:17])([CH2:10][SH:9])[C:4]([OH:5])=[O:3].